From a dataset of Reaction yield outcomes from USPTO patents with 853,638 reactions. Predict the reaction yield, written as a fraction of the theoretical maximum amount of product (1.0 means a 100% yield; for example, 0.34 means a 34% yield). (1) The reactants are [C:1]([C:4]1[CH:33]=[CH:32][C:7]([O:8][CH2:9][C:10]2[CH:15]=[CH:14][C:13]([CH:16]([O:25]C3CCCCO3)[C:17]3[CH:18]=[C:19]([CH:22]=[CH:23][CH:24]=3)[C:20]#[N:21])=[CH:12][CH:11]=2)=[C:6]([CH2:34][CH2:35][CH3:36])[C:5]=1[OH:37])(=[O:3])[CH3:2].O.C1(C)C=CC(S(O)(=O)=O)=CC=1.CO.ClCCl. The catalyst is C(OCC)(=O)C. The product is [C:1]([C:4]1[CH:33]=[CH:32][C:7]([O:8][CH2:9][C:10]2[CH:11]=[CH:12][C:13]([CH:16]([OH:25])[C:17]3[CH:18]=[C:19]([CH:22]=[CH:23][CH:24]=3)[C:20]#[N:21])=[CH:14][CH:15]=2)=[C:6]([CH2:34][CH2:35][CH3:36])[C:5]=1[OH:37])(=[O:3])[CH3:2]. The yield is 0.930. (2) The reactants are [NH2:1][C:2]1[C:10]2[C:5](=[N:6][C:7]([N:16]3[CH2:20][CH2:19][CH2:18][CH2:17]3)=[C:8]3[CH2:13][C:12]([CH3:15])([CH3:14])[CH2:11][C:9]3=2)[S:4][C:3]=1[C:21]([NH2:23])=[O:22].O.[C:25]1(C)C=CC(S(O)(=O)=O)=CC=1. The catalyst is C([O-])([O-])OCC. The product is [CH3:14][C:12]1([CH3:15])[CH2:11][C:9]2=[C:10]3[C:2]4[N:1]=[CH:25][NH:23][C:21](=[O:22])[C:3]=4[S:4][C:5]3=[N:6][C:7]([N:16]3[CH2:20][CH2:19][CH2:18][CH2:17]3)=[C:8]2[CH2:13]1. The yield is 0.660. (3) The reactants are [N:1]1[CH:6]=[CH:5][CH:4]=[C:3]2[CH2:7][CH2:8][CH2:9][CH2:10][CH:11]([OH:12])[C:2]=12.CS(C)=O.C(Cl)(=O)C(Cl)=O.C(N(CC)CC)C. The catalyst is C(Cl)Cl. The product is [N:1]1[CH:6]=[CH:5][CH:4]=[C:3]2[CH2:7][CH2:8][CH2:9][CH2:10][C:11](=[O:12])[C:2]=12. The yield is 0.890. (4) The reactants are [CH3:1][C:2]([C:4]1[CH:5]=[CH:6][C:7]([OH:11])=[CH:8][C:9]=1[OH:10])=[O:3].N1C[CH2:15][CH2:14][CH2:13]1.CC(C)=O. The catalyst is C1(C)C=CC=CC=1. The product is [OH:11][C:7]1[CH:8]=[C:9]2[C:4]([C:2](=[O:3])[CH2:1][C:14]([CH3:15])([CH3:13])[O:10]2)=[CH:5][CH:6]=1. The yield is 0.330. (5) The reactants are [NH:1]1[C:9]2[C:4](=[CH:5][CH:6]=[CH:7][CH:8]=2)[C:3]([CH2:10][C:11]([O:13][CH3:14])=[O:12])=[CH:2]1.[OH-].[Na+].[Cl-].[CH:18]([O:20][CH3:21])=[O:19]. The catalyst is ClCCl.[I-].C([N+](CCCC)(CCCC)CCCC)CCC. The product is [CH3:21][O:20][C:18]([N:1]1[C:9]2[C:4](=[CH:5][CH:6]=[CH:7][CH:8]=2)[C:3]([CH2:10][C:11]([O:13][CH3:14])=[O:12])=[CH:2]1)=[O:19]. The yield is 0.870. (6) The reactants are C(OC(=O)[NH:10][CH2:11][CH2:12][CH2:13][CH2:14][C:15]1[CH:20]=[CH:19][C:18]([O:21][CH2:22][C:23](=[O:29])[NH:24][CH2:25][C:26](=[O:28])[NH2:27])=[CH:17][CH:16]=1)C1C=CC=CC=1. The catalyst is CCO.C1COCC1. The product is [NH2:10][CH2:11][CH2:12][CH2:13][CH2:14][C:15]1[CH:20]=[CH:19][C:18]([O:21][CH2:22][C:23]([NH:24][CH2:25][C:26](=[O:28])[NH2:27])=[O:29])=[CH:17][CH:16]=1. The yield is 0.910. (7) The reactants are [CH3:1][C@H:2]1[CH2:7][NH:6][C@H:5]([CH3:8])[CH2:4][N:3]1[C:9]([O:11][CH2:12][CH3:13])=[O:10].[CH2:14](Br)[CH:15]=[CH2:16].C(=O)([O-])[O-].[Na+].[Na+]. The catalyst is C(#N)C. The product is [CH2:16]([N:6]1[C@H:5]([CH3:8])[CH2:4][N:3]([C:9]([O:11][CH2:12][CH3:13])=[O:10])[C@@H:2]([CH3:1])[CH2:7]1)[CH:15]=[CH2:14]. The yield is 0.810.